This data is from Catalyst prediction with 721,799 reactions and 888 catalyst types from USPTO. The task is: Predict which catalyst facilitates the given reaction. (1) Reactant: [CH3:1][S:2]([O:5][C:6]1[CH:11]=[CH:10][C:9]([C:12]2([C:20]3[CH:25]=[CH:24][C:23]([F:26])=[C:22](/[CH:27]=[CH:28]/[CH:29]4[CH2:31][CH2:30]4)[CH:21]=3)[C:16](=[O:17])[N:15]([CH3:18])[C:14]([NH2:19])=[N:13]2)=[CH:8][CH:7]=1)(=[O:4])=[O:3]. Product: [CH3:1][S:2]([O:5][C:6]1[CH:7]=[CH:8][C:9]([C:12]2([C:20]3[CH:25]=[CH:24][C:23]([F:26])=[C:22]([CH2:27][CH2:28][CH:29]4[CH2:31][CH2:30]4)[CH:21]=3)[C:16](=[O:17])[N:15]([CH3:18])[C:14]([NH2:19])=[N:13]2)=[CH:10][CH:11]=1)(=[O:3])=[O:4]. The catalyst class is: 153. (2) Reactant: C([O:3][C:4](=O)[NH:5][CH2:6][CH2:7][C:8]1[S:9][CH:10]=[CH:11][CH:12]=1)C.O=P12OP3(OP(OP(O3)(O1)=O)(=O)O2)=O. Product: [S:9]1[C:8]2[CH2:7][CH2:6][NH:5][C:4](=[O:3])[C:12]=2[CH:11]=[CH:10]1. The catalyst class is: 265. (3) Reactant: [NH2:1][C:2]1[N:7]=[CH:6][N:5]=[C:4]([NH:8][C@H:9]([C:11]2[N:16]([C:17]3[CH:22]=[CH:21][CH:20]=[CH:19][CH:18]=3)[C:15](=[O:23])[C:14]3=[C:24]([CH3:27])[CH:25]=[CH:26][N:13]3[N:12]=2)[CH3:10])[C:3]=1Br.[CH3:29][C:30]1[CH:31]=[C:32]([NH:45][S:46]([CH3:49])(=[O:48])=[O:47])[CH:33]=[C:34](B2OC(C)(C)C(C)(C)O2)[CH:35]=1.C(=O)([O-])[O-].[Cs+].[Cs+]. Product: [NH2:1][C:2]1[C:3]([C:34]2[CH:33]=[C:32]([NH:45][S:46]([CH3:49])(=[O:47])=[O:48])[CH:31]=[C:30]([CH3:29])[CH:35]=2)=[C:4]([NH:8][C@H:9]([C:11]2[N:16]([C:17]3[CH:22]=[CH:21][CH:20]=[CH:19][CH:18]=3)[C:15](=[O:23])[C:14]3=[C:24]([CH3:27])[CH:25]=[CH:26][N:13]3[N:12]=2)[CH3:10])[N:5]=[CH:6][N:7]=1. The catalyst class is: 155. (4) Reactant: C(O[C:10]1[CH:15]=[CH:14][C:13]([O:16][C:17]2[N:18]=[N:19][C:20]([Cl:32])=[CH:21][C:22]=2[O:23]C(=O)C2C=CC=CC=2)=[C:12](C)[CH:11]=1)(=O)C1C=CC=CC=1.ClCCl.[CH2:37]([N:39](CC)CC)[CH3:38].C(Cl)(=[O:46])C. Product: [Cl:32][C:20]1[N:19]=[N:18][C:17]([O:16][C:13]2[CH:14]=[CH:15][CH:10]=[CH:11][C:12]=2[NH:39][C:37](=[O:46])[CH3:38])=[C:22]([OH:23])[CH:21]=1. The catalyst class is: 170.